This data is from Forward reaction prediction with 1.9M reactions from USPTO patents (1976-2016). The task is: Predict the product of the given reaction. (1) The product is: [CH2:1]([N:7]1[CH2:8][CH:9]2[CH:11]([C:10]2([C:14]2[CH:15]=[C:16]([CH:27]=[CH:28][CH:29]=2)[NH:17][S:18]([CH2:21][C:22]([NH2:30])=[O:24])(=[O:19])=[O:20])[CH3:13])[CH2:12]1)[CH2:2][CH2:3][CH2:4][CH2:5][CH3:6]. Given the reactants [CH2:1]([N:7]1[CH2:12][CH:11]2[CH:9]([C:10]2([C:14]2[CH:15]=[C:16]([CH:27]=[CH:28][CH:29]=2)[NH:17][S:18]([CH2:21][C:22]([O:24]CC)=O)(=[O:20])=[O:19])[CH3:13])[CH2:8]1)[CH2:2][CH2:3][CH2:4][CH2:5][CH3:6].[NH3:30], predict the reaction product. (2) Given the reactants [NH2:1][C@H:2]([C:5]1[CH:10]=[CH:9][C:8]([O:11][CH3:12])=[CH:7][CH:6]=1)[CH2:3][OH:4].[C:13]([N:17]=[C:18]=[S:19])([CH3:16])([CH3:15])[CH3:14], predict the reaction product. The product is: [C:13]([NH:17][C:18]([NH:1][C@H:2]([C:5]1[CH:10]=[CH:9][C:8]([O:11][CH3:12])=[CH:7][CH:6]=1)[CH2:3][OH:4])=[S:19])([CH3:16])([CH3:15])[CH3:14]. (3) Given the reactants [C:1]([O:5][C:6]([N:8]1[CH2:13][CH2:12][O:11][C@@H:10]([C:14]([OH:16])=O)[CH2:9]1)=[O:7])([CH3:4])([CH3:3])[CH3:2].CCN(C(C)C)C(C)C.CN([C:29]([O:33][N:34]1N=NC2C=CC=C[C:35]1=2)=[N+](C)C)C.F[P-](F)(F)(F)(F)F.C1C=CC2N(O)N=NC=2C=1.CONC.Cl, predict the reaction product. The product is: [CH3:29][O:33][N:34]([CH3:35])[C:14]([C@@H:10]1[O:11][CH2:12][CH2:13][N:8]([C:6]([O:5][C:1]([CH3:2])([CH3:3])[CH3:4])=[O:7])[CH2:9]1)=[O:16].